This data is from Forward reaction prediction with 1.9M reactions from USPTO patents (1976-2016). The task is: Predict the product of the given reaction. (1) Given the reactants [CH3:1][S:2](Cl)(=[O:4])=[O:3].C(N(C(C)C)CC)(C)C.[O:15]1[C:19]2[CH:20]=[CH:21][C:22]([C:24]3[N:28]=[C:27]([CH:29]4[CH2:34][CH2:33][NH:32][CH2:31][CH2:30]4)[NH:26][C:25]=3[C:35]3[CH:40]=[CH:39][CH:38]=[C:37]([CH3:41])[N:36]=3)=[CH:23][C:18]=2[O:17][CH2:16]1, predict the reaction product. The product is: [O:15]1[C:19]2[CH:20]=[CH:21][C:22]([C:24]3[N:28]=[C:27]([CH:29]4[CH2:30][CH2:31][N:32]([S:2]([CH3:1])(=[O:4])=[O:3])[CH2:33][CH2:34]4)[NH:26][C:25]=3[C:35]3[CH:40]=[CH:39][CH:38]=[C:37]([CH3:41])[N:36]=3)=[CH:23][C:18]=2[O:17][CH2:16]1. (2) Given the reactants [F:1][C:2]1[CH:7]=[CH:6][C:5]([N:8]2[C:11](=[O:12])[C@H:10]([S:13][CH2:14][C:15]([C:17]3[CH:22]=[CH:21][C:20]([F:23])=[CH:19][CH:18]=3)=[O:16])[C@H:9]2[C:24]2[CH:38]=[CH:37][C:27]([O:28][CH2:29][C:30]([NH:32][CH2:33][C:34](O)=[O:35])=[O:31])=[CH:26][CH:25]=2)=[CH:4][CH:3]=1.Cl.C([O:44][C:45](=[O:52])[C@H:46]([C@H:48]([CH2:50][CH3:51])[CH3:49])[NH2:47])(C)(C)C.CN1CCOCC1.CN(C(ON1N=NC2C=CC=CC1=2)=[N+](C)C)C.[B-](F)(F)(F)F, predict the reaction product. The product is: [F:1][C:2]1[CH:3]=[CH:4][C:5]([N:8]2[C:11](=[O:12])[C@H:10]([S:13][CH2:14][CH:15]([C:17]3[CH:18]=[CH:19][C:20]([F:23])=[CH:21][CH:22]=3)[OH:16])[C@H:9]2[C:24]2[CH:25]=[CH:26][C:27]([O:28][CH2:29][C:30]([NH:32][CH2:33][C:34]([NH:47][C@H:46]([C:45]([OH:44])=[O:52])[C@H:48]([CH2:50][CH3:51])[CH3:49])=[O:35])=[O:31])=[CH:37][CH:38]=2)=[CH:6][CH:7]=1. (3) The product is: [F:21][C:18]1[CH:19]=[CH:20][C:15]2[O:14][C:13]([C:22]([NH2:24])=[O:23])=[C:12]([NH:11][C:9](=[O:10])[C:8]3[CH:25]=[CH:26][CH:27]=[C:6]([CH:3]([OH:5])[CH3:4])[CH:7]=3)[C:16]=2[CH:17]=1. Given the reactants [BH4-].[Na+].[C:3]([C:6]1[CH:7]=[C:8]([CH:25]=[CH:26][CH:27]=1)[C:9]([NH:11][C:12]1[C:16]2[CH:17]=[C:18]([F:21])[CH:19]=[CH:20][C:15]=2[O:14][C:13]=1[C:22]([NH2:24])=[O:23])=[O:10])(=[O:5])[CH3:4].O1CCCC1.CO, predict the reaction product. (4) Given the reactants Cl[C:2]1[N:7]=[C:6]([Cl:8])[N:5]=[C:4]([Cl:9])[N:3]=1.C(=O)([O-])[O-].[Na+].[Na+].[NH:16]1[CH2:21][CH2:20][CH2:19][CH2:18][CH2:17]1, predict the reaction product. The product is: [Cl:9][C:4]1[N:5]=[C:6]([Cl:8])[N:7]=[C:2]([N:16]2[CH2:21][CH2:20][CH2:19][CH2:18][CH2:17]2)[N:3]=1. (5) The product is: [CH2:16]([N:9]([CH2:8][CH2:7][O:6][C:5]1[CH:4]=[CH:3][C:2]([N:1]2[CH2:24][CH2:23][CH2:22][CH2:21][CH2:20]2)=[CH:19][CH:18]=1)[C:10]1[CH:15]=[CH:14][CH:13]=[CH:12][CH:11]=1)[CH3:17]. Given the reactants [NH2:1][C:2]1[CH:19]=[CH:18][C:5]([O:6][CH2:7][CH2:8][N:9]([CH2:16][CH3:17])[C:10]2[CH:15]=[CH:14][CH:13]=[CH:12][CH:11]=2)=[CH:4][CH:3]=1.[CH:20](=O)[CH2:21][CH2:22][CH2:23][CH:24]=O.C(O[BH-](OC(=O)C)OC(=O)C)(=O)C.[Na+], predict the reaction product. (6) The product is: [Cl:9][C:10]1[CH:15]=[CH:14][CH:13]=[CH:12][C:11]=1[NH:16][C:17]([NH:8][C:4]1[CH:3]=[C:2]([Cl:1])[N:7]=[CH:6][N:5]=1)=[O:18]. Given the reactants [Cl:1][C:2]1[N:7]=[CH:6][N:5]=[C:4]([NH2:8])[CH:3]=1.[Cl:9][C:10]1[CH:15]=[CH:14][CH:13]=[CH:12][C:11]=1[N:16]=[C:17]=[O:18], predict the reaction product. (7) Given the reactants [CH3:1][C@H:2]1[NH:7][CH2:6][CH2:5][N:4]([C:8]2[CH:13]=[CH:12][C:11]([S:14]([NH:17][C:18]3[CH:23]=[CH:22][N:21]=[CH:20][N:19]=3)(=[O:16])=[O:15])=[CH:10][CH:9]=2)[CH2:3]1.[Cl:24][C:25]1[CH:26]=[CH:27][CH:28]=[C:29]2[C:33]=1[N:32]([CH2:34][CH2:35][C:36](O)=[O:37])[CH:31]=[CH:30]2.CN([P+](ON1N=NC2C=CC=CC1=2)(N(C)C)N(C)C)C.F[P-](F)(F)(F)(F)F.C(N(CC)CC)C, predict the reaction product. The product is: [Cl:24][C:25]1[CH:26]=[CH:27][CH:28]=[C:29]2[C:33]=1[N:32]([CH2:34][CH2:35][C:36]([N:7]1[CH2:6][CH2:5][N:4]([C:8]3[CH:9]=[CH:10][C:11]([S:14]([NH:17][C:18]4[CH:23]=[CH:22][N:21]=[CH:20][N:19]=4)(=[O:16])=[O:15])=[CH:12][CH:13]=3)[CH2:3][C@H:2]1[CH3:1])=[O:37])[CH:31]=[CH:30]2.